Dataset: Forward reaction prediction with 1.9M reactions from USPTO patents (1976-2016). Task: Predict the product of the given reaction. (1) The product is: [F:18][C:2]1([F:1])[C:11]2[C:6](=[CH:7][CH:8]=[C:9]([F:12])[CH:10]=2)[C@H:5]([CH:14]([CH3:16])[CH3:15])[C:4](=[O:17])[CH2:3]1. Given the reactants [F:1][C:2]1([F:18])[C:11]2[C:6](=[CH:7][CH:8]=[C:9]([F:12])[CH:10]=2)[C:5]([CH:14]([CH3:16])[CH3:15])(O)[CH:4]([OH:17])[CH2:3]1.C1COCC1.[Si](OC1CC(F)(F)C2C(=CC=C(F)C=2)C1=O)(C(C)(C)C)(C)C.F, predict the reaction product. (2) Given the reactants [N:1]([CH2:4][C:5]1[CH:10]=[C:9]([C:11]([F:14])([F:13])[F:12])[CH:8]=[C:7]([C:15]([F:18])([F:17])[F:16])[CH:6]=1)=[N+:2]=[N-:3].[C:19]([O:23][CH2:24][CH3:25])(=[O:22])[C:20]#[CH:21], predict the reaction product. The product is: [CH2:24]([O:23][C:19]([C:20]1[N:3]=[N:2][N:1]([CH2:4][C:5]2[CH:6]=[C:7]([C:15]([F:16])([F:17])[F:18])[CH:8]=[C:9]([C:11]([F:13])([F:14])[F:12])[CH:10]=2)[CH:21]=1)=[O:22])[CH3:25]. (3) Given the reactants [F:1][C:2]1[CH:30]=[CH:29][C:5]([CH2:6][NH:7][C:8](=[O:28])[C:9]2[CH:14]=[CH:13][C:12]([S:15]([N:18]3[C:26]4[C:21](=[CH:22][CH:23]=[CH:24][CH:25]=4)[C:20](I)=[CH:19]3)(=[O:17])=[O:16])=[CH:11][CH:10]=2)=[CH:4][CH:3]=1.[CH:31]1(B(O)O)[CH2:33][CH2:32]1.C1(P(C2CCCCC2)C2CCCCC2)CCCCC1.P([O-])([O-])([O-])=O.[K+].[K+].[K+], predict the reaction product. The product is: [CH:31]1([C:20]2[C:21]3[C:26](=[CH:25][CH:24]=[CH:23][CH:22]=3)[N:18]([S:15]([C:12]3[CH:13]=[CH:14][C:9]([C:8]([NH:7][CH2:6][C:5]4[CH:29]=[CH:30][C:2]([F:1])=[CH:3][CH:4]=4)=[O:28])=[CH:10][CH:11]=3)(=[O:17])=[O:16])[CH:19]=2)[CH2:33][CH2:32]1. (4) Given the reactants [NH2:1][C@H:2]([C:4]1[N:9]([C:10]2[CH:15]=[CH:14][CH:13]=[CH:12][CH:11]=2)[C:8](=[O:16])[C:7]2=[C:17]([CH3:20])[CH:18]=[CH:19][N:6]2[N:5]=1)[CH3:3].Cl[C:22]1[C:23]2[CH:30]=[CH:29][S:28][C:24]=2[N:25]=[CH:26][N:27]=1.C(N(CC)C(C)C)(C)C, predict the reaction product. The product is: [CH3:20][C:17]1[CH:18]=[CH:19][N:6]2[C:7]=1[C:8](=[O:16])[N:9]([C:10]1[CH:15]=[CH:14][CH:13]=[CH:12][CH:11]=1)[C:4]([C@@H:2]([NH:1][C:22]1[C:23]3[CH:30]=[CH:29][S:28][C:24]=3[N:25]=[CH:26][N:27]=1)[CH3:3])=[N:5]2. (5) Given the reactants [CH3:1][C:2]1[CH:7]=[CH:6][N:5]=[C:4]([C:8]([NH2:10])=O)[CH:3]=1.[C:11]1(N)[CH:16]=[CH:15][CH:14]=[CH:13][C:12]=1[NH2:17].O, predict the reaction product. The product is: [CH3:1][C:2]1[CH:7]=[CH:6][N:5]=[C:4]([C:8]2[NH:10][C:11]3[CH:16]=[CH:15][CH:14]=[CH:13][C:12]=3[N:17]=2)[CH:3]=1. (6) The product is: [CH2:23]=[CH:24][C:14]1[CH:15]=[CH:16][C:11]2/[C:10](/[C:19]([NH:18][C:12]=2[CH:13]=1)=[O:20])=[C:9]1\[C:7]([C:5]2[C:4]([NH:21]\1)=[CH:3][CH:2]=[CH:1][CH:6]=2)=[O:8]. Given the reactants [CH:1]1[CH:6]=[C:5]2[C:7](/[C:9](/[NH:21][C:4]2=[CH:3][CH:2]=1)=[C:10]1\[C:11]2[CH:16]=[CH:15][C:14](Br)=[CH:13][C:12]=2[NH:18][C:19]\1=[O:20])=[O:8].O1CCO[CH2:24][CH2:23]1, predict the reaction product. (7) Given the reactants C[Si](C)(C)CCOC[N:7](COCC[Si](C)(C)C)[C:8]1[N:13]2[N:14]=[CH:15][C:16]([CH:17]3[C:26](=[O:27])[C:25]4[C:20](=[CH:21][CH:22]=[CH:23][CH:24]=4)[NH:19][C:18]3=[O:28])=[C:12]2[N:11]=[C:10]([N:29]2[CH2:34][CH2:33][S:32][CH2:31][CH2:30]2)[C:9]=1[C:35]#[N:36].Cl, predict the reaction product. The product is: [NH2:7][C:8]1[N:13]2[N:14]=[CH:15][C:16]([CH:17]3[C:26](=[O:27])[C:25]4[C:20](=[CH:21][CH:22]=[CH:23][CH:24]=4)[NH:19][C:18]3=[O:28])=[C:12]2[N:11]=[C:10]([N:29]2[CH2:30][CH2:31][S:32][CH2:33][CH2:34]2)[C:9]=1[C:35]#[N:36].